The task is: Regression. Given two drug SMILES strings and cell line genomic features, predict the synergy score measuring deviation from expected non-interaction effect.. This data is from NCI-60 drug combinations with 297,098 pairs across 59 cell lines. (1) Drug 2: CC(CN1CC(=O)NC(=O)C1)N2CC(=O)NC(=O)C2. Synergy scores: CSS=54.8, Synergy_ZIP=2.85, Synergy_Bliss=3.53, Synergy_Loewe=-43.4, Synergy_HSA=4.63. Drug 1: C1=CC(=C2C(=C1NCCNCCO)C(=O)C3=C(C=CC(=C3C2=O)O)O)NCCNCCO. Cell line: SNB-75. (2) Drug 1: C1CN1P(=S)(N2CC2)N3CC3. Drug 2: C1CCC(C(C1)N)N.C(=O)(C(=O)[O-])[O-].[Pt+4]. Cell line: DU-145. Synergy scores: CSS=53.7, Synergy_ZIP=-6.93, Synergy_Bliss=-3.66, Synergy_Loewe=-2.71, Synergy_HSA=0.447.